From a dataset of Full USPTO retrosynthesis dataset with 1.9M reactions from patents (1976-2016). Predict the reactants needed to synthesize the given product. (1) Given the product [Cl:56][C:57]1[CH:62]=[CH:61][C:60]([N:63]([CH3:64])[C:21]([C:19]2[N:20]=[C:16]([CH2:15][O:14][C:13]3[CH:12]=[CH:11][C:10]([CH2:9][CH2:8][CH2:7][CH2:6][N:1]4[CH:5]=[CH:4][N:3]=[N:2]4)=[CH:25][CH:24]=3)[O:17][CH:18]=2)=[O:23])=[CH:59][CH:58]=1, predict the reactants needed to synthesize it. The reactants are: [N:1]1([CH2:6][CH2:7][CH2:8][CH2:9][C:10]2[CH:25]=[CH:24][C:13]([O:14][CH2:15][C:16]3[O:17][CH:18]=[C:19]([C:21]([OH:23])=O)[N:20]=3)=[CH:12][CH:11]=2)[CH:5]=[CH:4][N:3]=[N:2]1.Cl.CN(C)CCCN=C=NCC.O.ON1C2C=CC=CC=2N=N1.C(N(CC)CC)C.[Cl:56][C:57]1[CH:62]=[CH:61][C:60]([NH:63][CH3:64])=[CH:59][CH:58]=1.Cl. (2) Given the product [Cl:25][C:22]1[CH:23]=[CH:24][C:19]([C:9]2[N:10]([C:12]3[CH:17]=[CH:16][CH:15]=[CH:14][C:13]=3[Cl:18])[N:11]=[C:4]3[C:3]([O:29][CH:27]([CH3:28])[CH3:26])=[N:8][CH:7]=[N:6][C:5]=23)=[CH:20][CH:21]=1, predict the reactants needed to synthesize it. The reactants are: [Na].Cl[C:3]1[C:4]2[C:5](=[C:9]([C:19]3[CH:24]=[CH:23][C:22]([Cl:25])=[CH:21][CH:20]=3)[N:10]([C:12]3[CH:17]=[CH:16][CH:15]=[CH:14][C:13]=3[Cl:18])[N:11]=2)[N:6]=[CH:7][N:8]=1.[CH3:26][CH:27]([OH:29])[CH3:28]. (3) Given the product [CH:1]1([C:4]2[N:13]=[C:12]([N:14]3[CH2:15][CH2:16][N:17]([C:20]4[CH:25]=[CH:24][C:23]([O:26][CH3:27])=[CH:22][C:21]=4[NH2:28])[CH2:18][CH2:19]3)[C:11]3[C:6](=[CH:7][C:8]([O:33][CH3:34])=[C:9]([O:31][CH3:32])[CH:10]=3)[N:5]=2)[CH2:2][CH2:3]1, predict the reactants needed to synthesize it. The reactants are: [CH:1]1([C:4]2[N:13]=[C:12]([N:14]3[CH2:19][CH2:18][N:17]([C:20]4[CH:25]=[CH:24][C:23]([O:26][CH3:27])=[CH:22][C:21]=4[N+:28]([O-])=O)[CH2:16][CH2:15]3)[C:11]3[C:6](=[CH:7][C:8]([O:33][CH3:34])=[C:9]([O:31][CH3:32])[CH:10]=3)[N:5]=2)[CH2:3][CH2:2]1.[NH4+].[Cl-]. (4) Given the product [Si:10]([O:1][CH2:2][C@H:3]1[CH2:8][CH2:7][CH2:6][C@@H:5]([OH:9])[CH2:4]1)([C:23]([CH3:26])([CH3:25])[CH3:24])([C:17]1[CH:18]=[CH:19][CH:20]=[CH:21][CH:22]=1)[C:11]1[CH:16]=[CH:15][CH:14]=[CH:13][CH:12]=1, predict the reactants needed to synthesize it. The reactants are: [OH:1][CH2:2][C@H:3]1[CH2:8][CH2:7][CH2:6][C@@H:5]([OH:9])[CH2:4]1.[Si:10](Cl)([C:23]([CH3:26])([CH3:25])[CH3:24])([C:17]1[CH:22]=[CH:21][CH:20]=[CH:19][CH:18]=1)[C:11]1[CH:16]=[CH:15][CH:14]=[CH:13][CH:12]=1.N1C=CN=C1.CN(C1C=CC=CN=1)C. (5) Given the product [Cl:1][C:2]1[CH:11]=[C:10]([CH:12]([NH2:29])[CH3:13])[C:9]([N:15]2[CH2:20][CH2:19][CH:18]([O:21][CH3:22])[CH2:17][CH2:16]2)=[C:8]2[C:3]=1[CH:4]=[CH:5][CH:6]=[N:7]2, predict the reactants needed to synthesize it. The reactants are: [Cl:1][C:2]1[CH:11]=[C:10]([C:12](=O)[CH3:13])[C:9]([N:15]2[CH2:20][CH2:19][CH:18]([O:21][CH3:22])[CH2:17][CH2:16]2)=[C:8]2[C:3]=1[CH:4]=[CH:5][CH:6]=[N:7]2.C([O-])(=O)C.[NH4+].C([BH3-])#[N:29].[Na+].O1CCCC1. (6) Given the product [CH:20]1([NH2+:19][CH:18]2[CH2:17][CH2:27][CH2:28][CH2:29][CH2:31]2)[CH2:21][CH2:22][CH2:23][CH2:24][CH2:25]1.[CH2:1]([O:8][C:9]1[CH:14]=[C:13]([C:46]2[CH:51]=[CH:50][C:49]([P:52](=[O:53])([O-:55])[O-:54])=[CH:48][CH:47]=2)[CH:12]=[CH:11][C:10]=1[C@@H:16]1[C@@H:17]([CH2:27][CH2:28][C@@H:29]([C:31]2[CH:36]=[CH:35][C:34]([F:37])=[CH:33][CH:32]=2)[OH:30])[C:18](=[O:26])[N:19]1[C:20]1[CH:25]=[CH:24][CH:23]=[CH:22][CH:21]=1)[C:2]1[CH:7]=[CH:6][CH:5]=[CH:4][CH:3]=1.[CH:72]1([NH2+:71][CH:65]2[CH2:66][CH2:67][CH2:68][CH2:69][CH2:70]2)[CH2:73][CH2:74][CH2:75][CH2:76][CH2:77]1, predict the reactants needed to synthesize it. The reactants are: [CH2:1]([O:8][C:9]1[CH:14]=[C:13](Br)[CH:12]=[CH:11][C:10]=1[C@H:16]1[N:19]([C:20]2[CH:25]=[CH:24][CH:23]=[CH:22][CH:21]=2)[C:18](=[O:26])[C@@H:17]1[CH2:27][CH2:28][C@@H:29]([C:31]1[CH:36]=[CH:35][C:34]([F:37])=[CH:33][CH:32]=1)[OH:30])[C:2]1[CH:7]=[CH:6][CH:5]=[CH:4][CH:3]=1.CC1(C)C(C)(C)OB([C:46]2[CH:51]=[CH:50][C:49]([P:52](=[O:55])([OH:54])[OH:53])=[CH:48][CH:47]=2)O1.P([O-])([O-])([O-])=O.[K+].[K+].[K+].[CH:65]1([NH:71][CH:72]2[CH2:77][CH2:76][CH2:75][CH2:74][CH2:73]2)[CH2:70][CH2:69][CH2:68][CH2:67][CH2:66]1. (7) Given the product [Cl:1][C:2]1[CH:7]=[CH:6][C:5]([C:8]2[CH:9]=[C:10]([NH:19][C:20](=[O:22])[CH3:21])[CH:11]=[N:12][C:13]=2[O:14][CH2:15][CH:16]2[CH2:18][CH2:17]2)=[CH:4][CH:3]=1, predict the reactants needed to synthesize it. The reactants are: [Cl:1][C:2]1[CH:7]=[CH:6][C:5]([C:8]2[CH:9]=[C:10]([NH2:19])[CH:11]=[N:12][C:13]=2[O:14][CH2:15][CH:16]2[CH2:18][CH2:17]2)=[CH:4][CH:3]=1.[C:20](O)(=[O:22])[CH3:21]. (8) Given the product [OH:27][CH2:26][CH:25]([NH:24][C:6]([C:8]1[N:9]=[C:10]([Cl:23])[C:11]2[C:16]([C:17]=1[OH:18])=[CH:15][CH:14]=[C:13]([O:19][CH:20]([CH3:21])[CH3:22])[CH:12]=2)=[O:7])[CH2:28][OH:29], predict the reactants needed to synthesize it. The reactants are: C(O[C:6]([C:8]1[N:9]=[C:10]([Cl:23])[C:11]2[C:16]([C:17]=1[OH:18])=[CH:15][CH:14]=[C:13]([O:19][CH:20]([CH3:22])[CH3:21])[CH:12]=2)=[O:7])CCC.[NH2:24][CH:25]([CH2:28][OH:29])[CH2:26][OH:27]. (9) The reactants are: CC([O-])(C)C.[K+].[N+:7]([CH3:10])([O-:9])=[O:8].[O:11]=[C:12]1[C:21]2[C:16](=[CH:17][CH:18]=[CH:19][CH:20]=2)[CH2:15][CH2:14][N:13]1[CH:22]([C:35](=[O:37])C)[CH:23]([NH:31][C:32]([CH3:34])=[O:33])[C:24]([O:26][C:27]([CH3:30])([CH3:29])[CH3:28])=[O:25]. Given the product [O:11]=[C:12]1[C:21]2[C:16](=[CH:17][CH:18]=[CH:19][CH:20]=2)[CH2:15][CH2:14][N:13]1[CH:22]([CH:35]([OH:37])[CH2:10][N+:7]([O-:9])=[O:8])[CH:23]([NH:31][C:32]([CH3:34])=[O:33])[C:24]([O:26][C:27]([CH3:30])([CH3:29])[CH3:28])=[O:25], predict the reactants needed to synthesize it. (10) The reactants are: [F:1][C:2]([F:33])([F:32])[C:3]1[CH:4]=[C:5]([NH:17][C:18]([N:20]2[CH2:26][CH2:25][CH2:24][CH2:23][C:22]3[CH:27]=[C:28]([OH:31])[CH:29]=[CH:30][C:21]2=3)=[O:19])[CH:6]=[CH:7][C:8]=1[CH2:9][N:10]1[CH2:15][CH2:14][N:13]([CH3:16])[CH2:12][CH2:11]1.[NH2:34][C:35]1[N:40]=[C:39](Cl)[CH:38]=[C:37]([Cl:42])[N:36]=1.[OH-].[Na+].CCOC(C)=O. Given the product [F:33][C:2]([F:32])([F:1])[C:3]1[CH:4]=[C:5]([NH:17][C:18]([N:20]2[CH2:26][CH2:25][CH2:24][CH2:23][C:22]3[CH:27]=[C:28]([O:31][C:39]4[CH:38]=[C:37]([Cl:42])[N:36]=[C:35]([NH2:34])[N:40]=4)[CH:29]=[CH:30][C:21]2=3)=[O:19])[CH:6]=[CH:7][C:8]=1[CH2:9][N:10]1[CH2:11][CH2:12][N:13]([CH3:16])[CH2:14][CH2:15]1, predict the reactants needed to synthesize it.